From a dataset of Full USPTO retrosynthesis dataset with 1.9M reactions from patents (1976-2016). Predict the reactants needed to synthesize the given product. (1) Given the product [C:6]([C:5]1[CH:8]=[CH:9][C:2]([N:16]2[CH2:17][CH2:18][CH2:19][CH:14]([NH:13][C:10](=[O:12])[CH3:11])[CH2:15]2)=[N:3][CH:4]=1)#[N:7], predict the reactants needed to synthesize it. The reactants are: Cl[C:2]1[CH:9]=[CH:8][C:5]([C:6]#[N:7])=[CH:4][N:3]=1.[C:10]([NH:13][CH:14]1[CH2:19][CH2:18][CH2:17][NH:16][CH2:15]1)(=[O:12])[CH3:11]. (2) Given the product [CH:1]1([C:4]2[O:5][CH:6]=[C:7]([C:9]3[CH:16]=[CH:15][C:12]([CH2:13][NH:17][CH2:18][CH2:19][C:20]4[CH:25]=[CH:24][C:23]([OH:26])=[CH:22][CH:21]=4)=[CH:11][CH:10]=3)[N:8]=2)[CH2:3][CH2:2]1, predict the reactants needed to synthesize it. The reactants are: [CH:1]1([C:4]2[O:5][CH:6]=[C:7]([C:9]3[CH:16]=[CH:15][C:12]([CH:13]=O)=[CH:11][CH:10]=3)[N:8]=2)[CH2:3][CH2:2]1.[NH2:17][CH2:18][CH2:19][C:20]1[CH:25]=[CH:24][C:23]([OH:26])=[CH:22][CH:21]=1.COC(OC)OC.[BH4-].[Na+]. (3) Given the product [Cl:1][C:2]1[CH:7]=[C:6]([Cl:8])[CH:5]=[CH:4][C:3]=1[C:9]1[C:17]2[C:13](=[C:14]([N:19]3[CH:23]=[CH:22][N:21]=[CH:20]3)[N:15]([CH3:18])[N:16]=2)[CH:12]=[CH:11][CH:10]=1, predict the reactants needed to synthesize it. The reactants are: [Cl:1][C:2]1[CH:7]=[C:6]([Cl:8])[CH:5]=[CH:4][C:3]=1[C:9]1[C:17]2[C:13](=[C:14]([NH:19][CH:20]=[N:21][CH2:22][CH:23](OC)OC)[N:15]([CH3:18])[N:16]=2)[CH:12]=[CH:11][CH:10]=1.[OH-].[Na+]. (4) Given the product [C:49]([N:20]1[C@@H:22]([CH3:23])[C@@H:21]1[C:24]([O:26][CH2:27][C:28]1[CH:33]=[CH:32][CH:31]=[CH:30][CH:29]=1)=[O:25])([O:51][C:52]([CH3:53])([CH3:54])[CH3:55])=[O:50], predict the reactants needed to synthesize it. The reactants are: C([N:20]1[C@@H:22]([CH3:23])[C@@H:21]1[C:24]([O:26][CH2:27][C:28]1[CH:33]=[CH:32][CH:31]=[CH:30][CH:29]=1)=[O:25])(C1C=CC=CC=1)(C1C=CC=CC=1)C1C=CC=CC=1.C(O)(C(F)(F)F)=O.[CH3:53][C:52]([O:51][C:49](O[C:49]([O:51][C:52]([CH3:55])([CH3:54])[CH3:53])=[O:50])=[O:50])([CH3:55])[CH3:54].C(OC(=O)C)C. (5) Given the product [CH2:1]([C:8]1[CH:9]=[CH:10][C:11]([C:14]2[CH:19]=[CH:18][C:17]([NH2:20])=[CH:16][CH:15]=2)=[N:12][CH:13]=1)[CH2:2][CH2:3][CH2:4][CH2:5][CH2:6][CH3:7], predict the reactants needed to synthesize it. The reactants are: [CH2:1]([C:8]1[CH:9]=[CH:10][C:11]([C:14]2[CH:19]=[CH:18][C:17]([NH:20]C(=O)OC(C)(C)C)=[CH:16][CH:15]=2)=[N:12][CH:13]=1)[CH2:2][CH2:3][CH2:4][CH2:5][CH2:6][CH3:7].C(O)(C(F)(F)F)=O. (6) Given the product [N:33]([CH2:6][C:7]1[C:11]([C:12]2[CH:17]=[CH:16][CH:15]=[CH:14][C:13]=2[C:18]([C:19]2[CH:24]=[CH:23][C:22]([Cl:25])=[CH:21][CH:20]=2)=[O:26])=[C:10]([CH3:27])[O:9][N:8]=1)=[N+:34]=[N-:35], predict the reactants needed to synthesize it. The reactants are: CS(O[CH2:6][C:7]1[C:11]([C:12]2[CH:17]=[CH:16][CH:15]=[CH:14][C:13]=2[C:18](=[O:26])[C:19]2[CH:24]=[CH:23][C:22]([Cl:25])=[CH:21][CH:20]=2)=[C:10]([CH3:27])[O:9][N:8]=1)(=O)=O.CN(C=O)C.[N-:33]=[N+:34]=[N-:35].[Na+].